This data is from Full USPTO retrosynthesis dataset with 1.9M reactions from patents (1976-2016). The task is: Predict the reactants needed to synthesize the given product. (1) Given the product [F:20][C:10]1[CH:11]=[C:12]([CH:16]=[C:17]([O:18][CH3:19])[C:9]=1[OH:8])[C:13]([OH:15])=[O:14], predict the reactants needed to synthesize it. The reactants are: C([O:8][C:9]1[C:17]([O:18][CH3:19])=[CH:16][C:12]([C:13]([OH:15])=[O:14])=[CH:11][C:10]=1[F:20])C1C=CC=CC=1.CO. (2) Given the product [ClH:32].[NH:17]1[CH2:18][CH2:19][C:14](=[CH:13][C:12]2[CH:11]=[C:10]([CH:29]=[CH:28][CH:27]=2)[O:9][C:6]2[CH:5]=[CH:4][C:3]([C:2]([F:31])([F:1])[F:30])=[N:8][CH:7]=2)[CH2:15][CH2:16]1, predict the reactants needed to synthesize it. The reactants are: [F:1][C:2]([F:31])([F:30])[C:3]1[N:8]=[CH:7][C:6]([O:9][C:10]2[CH:11]=[C:12]([CH:27]=[CH:28][CH:29]=2)[CH:13]=[C:14]2[CH2:19][CH2:18][N:17](C(OC(C)(C)C)=O)[CH2:16][CH2:15]2)=[CH:5][CH:4]=1.[ClH:32]. (3) Given the product [CH3:8][C:6]1[CH:7]=[C:2]([O:1][CH2:45][C:46]([CH3:49])([CH3:48])[CH3:47])[CH:3]=[C:4]([CH3:33])[C:5]=1[C:9]1[CH:14]=[CH:13][CH:12]=[C:11]([CH2:15][O:16][C:17]2[CH:22]=[CH:21][C:20]([C:23]3([CH2:27][C:28]([O:30][CH2:31][CH3:32])=[O:29])[CH2:24][O:25][CH2:26]3)=[CH:19][CH:18]=2)[CH:10]=1, predict the reactants needed to synthesize it. The reactants are: [OH:1][C:2]1[CH:7]=[C:6]([CH3:8])[C:5]([C:9]2[CH:14]=[CH:13][CH:12]=[C:11]([CH2:15][O:16][C:17]3[CH:22]=[CH:21][C:20]([C:23]4([CH2:27][C:28]([O:30][CH2:31][CH3:32])=[O:29])[CH2:26][O:25][CH2:24]4)=[CH:19][CH:18]=3)[CH:10]=2)=[C:4]([CH3:33])[CH:3]=1.CC1C=CC(S(O[CH2:45][C:46]([CH3:49])([CH3:48])[CH3:47])(=O)=O)=CC=1.C(=O)([O-])[O-].[Cs+].[Cs+]. (4) Given the product [CH2:32]([N:39]1[C:43]([C:44]2[CH:49]=[CH:48][C:47]([F:50])=[CH:46][CH:45]=2)=[N:42][C:41]([NH:51][C:3]([C:4]([NH:6][C:7]([N:9]2[CH2:13][CH2:12][C@H:11]([C:14]3[CH:15]=[CH:16][CH:17]=[CH:18][CH:19]=3)[CH2:10]2)=[O:8])([CH3:5])[CH3:20])=[O:21])=[N:40]1)[C:33]1[CH:38]=[CH:37][CH:36]=[CH:35][CH:34]=1, predict the reactants needed to synthesize it. The reactants are: CO[C:3](=[O:21])[C:4]([CH3:20])([NH:6][C:7]([N:9]1[CH2:13][CH2:12][C@H:11]([C:14]2[CH:19]=[CH:18][CH:17]=[CH:16][CH:15]=2)[CH2:10]1)=[O:8])[CH3:5].[Li+].C[Si]([N-][Si](C)(C)C)(C)C.[CH2:32]([N:39]1[C:43]([C:44]2[CH:49]=[CH:48][C:47]([F:50])=[CH:46][CH:45]=2)=[N:42][C:41]([NH2:51])=[N:40]1)[C:33]1[CH:38]=[CH:37][CH:36]=[CH:35][CH:34]=1. (5) Given the product [CH2:16]1[CH:17]2[NH:6][C:4]([CH2:3][N:2]2[C:14](=[O:13])[CH2:15]1)=[O:5], predict the reactants needed to synthesize it. The reactants are: Cl.[NH2:2][CH2:3][C:4]([NH2:6])=[O:5].CC(C)([O-])C.[Na+].[O:13]=[CH:14][CH2:15][CH2:16][C:17](OCC)=O.N. (6) Given the product [OH:4][C:3]1[CH:10]=[CH:9][C:7]([O:8][CH2:19][CH2:12][CH2:11][C:14]#[N:15])=[CH:6][CH:5]=1, predict the reactants needed to synthesize it. The reactants are: [OH-].[Na+].[C:3]1([CH:10]=[CH:9][C:7]([OH:8])=[CH:6][CH:5]=1)[OH:4].[CH2:11]([C:14]#[N:15])[CH2:12]Br.Cl.O.O1CCOC[CH2:19]1. (7) Given the product [C:15]([C:7]1[C:8]2[C:9](=[N:10][C:11]([CH3:14])=[CH:12][CH:13]=2)[N:5]([CH:1]2[CH2:2][CH2:3][CH2:4]2)[C:6]=1[C:31]1[N:36]=[CH:35][C:34]([S:37]([NH:40][CH:41]2[CH2:44][CH2:43][CH2:42]2)(=[O:39])=[O:38])=[CH:33][CH:32]=1)#[N:16], predict the reactants needed to synthesize it. The reactants are: [CH:1]1([N:5]2[C:9]3=[N:10][C:11]([CH3:14])=[CH:12][CH:13]=[C:8]3[C:7]([C:15]#[N:16])=[C:6]2[Sn](CCCC)(CCCC)CCCC)[CH2:4][CH2:3][CH2:2]1.Cl[C:31]1[N:36]=[CH:35][C:34]([S:37]([NH:40][CH:41]2[CH2:44][CH2:43][CH2:42]2)(=[O:39])=[O:38])=[CH:33][CH:32]=1. (8) Given the product [OH:17][C:8]1([C:18]2[NH:26][C:25]3[C:24](=[O:33])[N:23]([CH2:34][CH2:35][CH3:36])[C:22](=[O:37])[N:21]([CH2:38][CH2:39][CH3:40])[C:20]=3[N:19]=2)[CH2:7][CH:6]2[O:16][CH:10]([CH:11]([CH2:12][OH:13])[CH:5]2[CH2:3][OH:2])[CH2:9]1, predict the reactants needed to synthesize it. The reactants are: C[O:2][C:3]([CH:5]1[CH:11]([C:12](OC)=[O:13])[CH:10]2[O:16][CH:6]1[CH2:7][C:8]([C:18]1[N:26](C3CCCCO3)[C:25]3[C:24](=[O:33])[N:23]([CH2:34][CH2:35][CH3:36])[C:22](=[O:37])[N:21]([CH2:38][CH2:39][CH3:40])[C:20]=3[N:19]=1)([OH:17])[CH2:9]2)=O.[Li+].[BH4-]. (9) Given the product [Cl:16][C:17]1[N:18]=[CH:19][N:20]=[C:21]([O:3][C:4]2[CH:14]=[C:13]([CH3:15])[C:7]3[N:8]([CH3:12])[C:9](=[O:11])[O:10][C:6]=3[CH:5]=2)[CH:22]=1, predict the reactants needed to synthesize it. The reactants are: [H-].[Na+].[OH:3][C:4]1[CH:14]=[C:13]([CH3:15])[C:7]2[N:8]([CH3:12])[C:9](=[O:11])[O:10][C:6]=2[CH:5]=1.[Cl:16][C:17]1[CH:22]=[C:21](Cl)[N:20]=[CH:19][N:18]=1.O.